From a dataset of Catalyst prediction with 721,799 reactions and 888 catalyst types from USPTO. Predict which catalyst facilitates the given reaction. (1) Reactant: Cl.[CH3:2][O:3][C:4](=[O:11])[C@H:5]([CH2:7][CH:8]([CH3:10])[CH3:9])[NH2:6].C([O:14][C:15](=O)/[CH:16]=[C:17](/[O:20][C:21]1[C:26]([F:27])=[CH:25][CH:24]=[C:23]([O:28][CH2:29][CH3:30])[C:22]=1[F:31])\[CH2:18]Br)C.C(N(CC)C(C)C)(C)C.C(OCC)(=O)C. Product: [CH3:2][O:3][C:4](=[O:11])[C@@H:5]([N:6]1[CH2:18][C:17]([O:20][C:21]2[C:26]([F:27])=[CH:25][CH:24]=[C:23]([O:28][CH2:29][CH3:30])[C:22]=2[F:31])=[CH:16][C:15]1=[O:14])[CH2:7][CH:8]([CH3:10])[CH3:9]. The catalyst class is: 10. (2) Product: [C:22]([NH:21][CH:10]([CH2:11][C:12]1[CH:17]=[CH:16][C:15]([NH2:18])=[C:14]([CH2:19][CH3:20])[CH:13]=1)[C:9]([OH:25])=[O:8])(=[O:24])[CH3:23]. The catalyst class is: 19. Reactant: C([O:8][C:9](=[O:25])[C:10]([NH:21][C:22](=[O:24])[CH3:23])=[CH:11][C:12]1[CH:17]=[CH:16][C:15]([NH2:18])=[C:14]([CH2:19][CH3:20])[CH:13]=1)C1C=CC=CC=1. (3) Reactant: [CH3:1][N:2]([CH:4]=[O:5])C.[CH3:6][O:7][CH:8]([CH2:25][CH2:26][CH3:27])[CH2:9][CH2:10][C:11]1[CH:24]=[CH:23][CH:22]=[C:21]2[C:12]=1[CH2:13][CH2:14][C:15]1[S:19]C(N)=[N:17][C:16]=12.Br[C:29]1[CH:34]=[C:33]([F:35])[C:32]([CH:36]=[C:37]([CH3:43])[C:38]([O:40][CH2:41][CH3:42])=[O:39])=[C:31]([F:44])[CH:30]=1.C(N(CC)CC)C. Product: [F:35][C:33]1[CH:34]=[C:29]([C:4](=[O:5])[NH:2][C:1]2[S:19][C:15]3[CH2:14][CH2:13][C:12]4[C:21](=[CH:22][CH:23]=[CH:24][C:11]=4[CH2:10][CH2:9][CH:8]([O:7][CH3:6])[CH2:25][CH2:26][CH3:27])[C:16]=3[N:17]=2)[CH:30]=[C:31]([F:44])[C:32]=1[CH:36]=[C:37]([CH3:43])[C:38]([O:40][CH2:41][CH3:42])=[O:39]. The catalyst class is: 6. (4) Reactant: [NH:1]1[CH2:5][CH2:4][N:3]=[C:2]1[CH2:6][CH:7]([C:17]1[CH:22]=[CH:21][CH:20]=[CH:19][N:18]=1)[C:8]1[C:16]2[O:15][CH2:14][CH2:13][C:12]=2[CH:11]=[CH:10][CH:9]=1.[I:23]Cl. Product: [NH:3]1[CH2:4][CH2:5][N:1]=[C:2]1[CH2:6][CH:7]([C:17]1[CH:22]=[CH:21][CH:20]=[CH:19][N:18]=1)[C:8]1[C:16]2[O:15][CH2:14][CH2:13][C:12]=2[CH:11]=[C:10]([I:23])[CH:9]=1. The catalyst class is: 15. (5) Reactant: [Si:1]([O:8][C@@H:9]1[C@@:37]2([CH3:38])[C:13](=[CH:14][CH:15]=[C:16]3[C@@H:36]2[CH2:35][CH2:34][C@@:33]2([CH3:39])[C@H:17]3[CH2:18][CH:19]=[C:20]2[C@@H:21]([S:23][C:24](OC2C=CC=CC=2)=O)[CH3:22])[CH2:12][C@@H:11]([OH:40])[CH2:10]1)([C:4]([CH3:7])([CH3:6])[CH3:5])([CH3:3])[CH3:2].BrC[CH2:43][CH2:44][C:45]([CH2:49][CH3:50])([OH:48])[CH2:46][CH3:47].O1CCCC1.[OH-].[K+]. Product: [Si:1]([O:8][C@@H:9]1[C@@:37]2([CH3:38])[C:13](=[CH:14][CH:15]=[C:16]3[C@@H:36]2[CH2:35][CH2:34][C@@:33]2([CH3:39])[C@H:17]3[CH2:18][CH:19]=[C:20]2[C@@H:21]([S:23][CH2:24][CH2:43][CH2:44][C:45]([CH2:49][CH3:50])([OH:48])[CH2:46][CH3:47])[CH3:22])[CH2:12][C@@H:11]([OH:40])[CH2:10]1)([C:4]([CH3:7])([CH3:6])[CH3:5])([CH3:2])[CH3:3]. The catalyst class is: 5.